Dataset: NCI-60 drug combinations with 297,098 pairs across 59 cell lines. Task: Regression. Given two drug SMILES strings and cell line genomic features, predict the synergy score measuring deviation from expected non-interaction effect. (1) Drug 1: COC1=NC(=NC2=C1N=CN2C3C(C(C(O3)CO)O)O)N. Drug 2: CC1CCC2CC(C(=CC=CC=CC(CC(C(=O)C(C(C(=CC(C(=O)CC(OC(=O)C3CCCCN3C(=O)C(=O)C1(O2)O)C(C)CC4CCC(C(C4)OC)O)C)C)O)OC)C)C)C)OC. Cell line: KM12. Synergy scores: CSS=-7.92, Synergy_ZIP=2.28, Synergy_Bliss=-4.33, Synergy_Loewe=-8.71, Synergy_HSA=-10.3. (2) Drug 1: C1=CC(=C2C(=C1NCCNCCO)C(=O)C3=C(C=CC(=C3C2=O)O)O)NCCNCCO. Drug 2: CCN(CC)CCCC(C)NC1=C2C=C(C=CC2=NC3=C1C=CC(=C3)Cl)OC. Cell line: UO-31. Synergy scores: CSS=35.8, Synergy_ZIP=2.10, Synergy_Bliss=7.20, Synergy_Loewe=-8.46, Synergy_HSA=8.37. (3) Drug 1: C1=NC(=NC(=O)N1C2C(C(C(O2)CO)O)O)N. Drug 2: CCC1(C2=C(COC1=O)C(=O)N3CC4=CC5=C(C=CC(=C5CN(C)C)O)N=C4C3=C2)O.Cl. Cell line: ACHN. Synergy scores: CSS=41.5, Synergy_ZIP=-3.04, Synergy_Bliss=0.822, Synergy_Loewe=-20.7, Synergy_HSA=1.41. (4) Drug 1: CS(=O)(=O)CCNCC1=CC=C(O1)C2=CC3=C(C=C2)N=CN=C3NC4=CC(=C(C=C4)OCC5=CC(=CC=C5)F)Cl. Drug 2: CC12CCC3C(C1CCC2O)C(CC4=C3C=CC(=C4)O)CCCCCCCCCS(=O)CCCC(C(F)(F)F)(F)F. Cell line: SK-MEL-5. Synergy scores: CSS=2.10, Synergy_ZIP=3.14, Synergy_Bliss=-2.08, Synergy_Loewe=-2.54, Synergy_HSA=-2.34. (5) Drug 1: CC1=C2C(C(=O)C3(C(CC4C(C3C(C(C2(C)C)(CC1OC(=O)C(C(C5=CC=CC=C5)NC(=O)C6=CC=CC=C6)O)O)OC(=O)C7=CC=CC=C7)(CO4)OC(=O)C)O)C)OC(=O)C. Drug 2: CC1=C2C(C(=O)C3(C(CC4C(C3C(C(C2(C)C)(CC1OC(=O)C(C(C5=CC=CC=C5)NC(=O)OC(C)(C)C)O)O)OC(=O)C6=CC=CC=C6)(CO4)OC(=O)C)O)C)O. Cell line: HS 578T. Synergy scores: CSS=37.8, Synergy_ZIP=-2.58, Synergy_Bliss=-2.11, Synergy_Loewe=-0.796, Synergy_HSA=0.539. (6) Drug 1: C1CN(CCN1C(=O)CCBr)C(=O)CCBr. Drug 2: B(C(CC(C)C)NC(=O)C(CC1=CC=CC=C1)NC(=O)C2=NC=CN=C2)(O)O. Cell line: UACC62. Synergy scores: CSS=77.8, Synergy_ZIP=-7.35, Synergy_Bliss=-1.59, Synergy_Loewe=-4.19, Synergy_HSA=-1.88. (7) Drug 1: CCC(=C(C1=CC=CC=C1)C2=CC=C(C=C2)OCCN(C)C)C3=CC=CC=C3.C(C(=O)O)C(CC(=O)O)(C(=O)O)O. Drug 2: CS(=O)(=O)OCCCCOS(=O)(=O)C. Cell line: OVCAR3. Synergy scores: CSS=12.5, Synergy_ZIP=-5.46, Synergy_Bliss=-6.66, Synergy_Loewe=-9.59, Synergy_HSA=-6.76. (8) Drug 1: COC1=CC(=CC(=C1O)OC)C2C3C(COC3=O)C(C4=CC5=C(C=C24)OCO5)OC6C(C(C7C(O6)COC(O7)C8=CC=CS8)O)O. Drug 2: CN(C(=O)NC(C=O)C(C(C(CO)O)O)O)N=O. Cell line: RXF 393. Synergy scores: CSS=19.5, Synergy_ZIP=-4.11, Synergy_Bliss=-1.56, Synergy_Loewe=-57.6, Synergy_HSA=-1.80. (9) Drug 1: COC1=C(C=C2C(=C1)N=CN=C2NC3=CC(=C(C=C3)F)Cl)OCCCN4CCOCC4. Drug 2: C1=C(C(=O)NC(=O)N1)N(CCCl)CCCl. Cell line: MOLT-4. Synergy scores: CSS=46.2, Synergy_ZIP=-4.60, Synergy_Bliss=-7.35, Synergy_Loewe=-13.8, Synergy_HSA=-4.67. (10) Drug 1: C1=CC(=CC=C1CC(C(=O)O)N)N(CCCl)CCCl.Cl. Drug 2: CC1=C2C(C(=O)C3(C(CC4C(C3C(C(C2(C)C)(CC1OC(=O)C(C(C5=CC=CC=C5)NC(=O)OC(C)(C)C)O)O)OC(=O)C6=CC=CC=C6)(CO4)OC(=O)C)O)C)O. Cell line: DU-145. Synergy scores: CSS=23.5, Synergy_ZIP=-4.60, Synergy_Bliss=-2.63, Synergy_Loewe=-24.8, Synergy_HSA=-3.84.